This data is from Catalyst prediction with 721,799 reactions and 888 catalyst types from USPTO. The task is: Predict which catalyst facilitates the given reaction. (1) Reactant: [N+:1]([C:4]1[CH:5]=[C:6]2[C:10](=[CH:11][CH:12]=1)[CH2:9][CH:8]([C:13](O)=[O:14])[CH2:7]2)([O-:3])=[O:2]. Product: [N+:1]([C:4]1[CH:5]=[C:6]2[C:10](=[CH:11][CH:12]=1)[CH2:9][CH:8]([CH2:13][OH:14])[CH2:7]2)([O-:3])=[O:2]. The catalyst class is: 1. (2) Reactant: [F:1][C:2]1[CH:3]=[C:4]2[C:10]([C:11]3[N:12]=[C:13](I)[C:14]4[C:19]([CH3:21])([CH3:20])[C:18](=[O:22])[NH:17][C:15]=4[N:16]=3)=[N:9][N:8]([CH2:24][C:25]3[CH:30]=[CH:29][CH:28]=[CH:27][C:26]=3[F:31])[C:5]2=[N:6][CH:7]=1.C(N(CC)C(C)C)(C)C.Cl.[F:42][C:43]1([F:49])[CH2:48][CH2:47][NH:46][CH2:45][CH2:44]1.O. Product: [F:42][C:43]1([F:49])[CH2:48][CH2:47][N:46]([C:13]2[C:14]3[C:19]([CH3:21])([CH3:20])[C:18](=[O:22])[NH:17][C:15]=3[N:16]=[C:11]([C:10]3[C:4]4[C:5](=[N:6][CH:7]=[C:2]([F:1])[CH:3]=4)[N:8]([CH2:24][C:25]4[CH:30]=[CH:29][CH:28]=[CH:27][C:26]=4[F:31])[N:9]=3)[N:12]=2)[CH2:45][CH2:44]1. The catalyst class is: 60. (3) Reactant: Cl[C:2]1[N:7]=[C:6]([Cl:8])[N:5]=[CH:4][N:3]=1.C(N(CC)C(C)C)(C)C.Cl.[F:19][C:20]1([C:26]([O:28][CH2:29][CH3:30])=[O:27])[CH2:25][CH2:24][NH:23][CH2:22][CH2:21]1. Product: [Cl:8][C:6]1[N:5]=[CH:4][N:3]=[C:2]([N:23]2[CH2:22][CH2:21][C:20]([F:19])([C:26]([O:28][CH2:29][CH3:30])=[O:27])[CH2:25][CH2:24]2)[N:7]=1. The catalyst class is: 12. (4) Reactant: [Br:1][C:2]1[CH:3]=[C:4]([Cl:16])[C:5]2[O:9][CH:8](/[CH:10]=[CH:11]/[C:12]([OH:14])=O)[CH2:7][C:6]=2[CH:15]=1.[N:17]1[CH:22]=[CH:21][CH:20]=[C:19]([CH2:23][NH2:24])[CH:18]=1.CCN=C=NCCCN(C)C.C1C=CC2N(O)N=NC=2C=1.CCN(C(C)C)C(C)C. Product: [Br:1][C:2]1[CH:3]=[C:4]([Cl:16])[C:5]2[O:9][CH:8](/[CH:10]=[CH:11]/[C:12]([NH:24][CH2:23][C:19]3[CH:18]=[N:17][CH:22]=[CH:21][CH:20]=3)=[O:14])[CH2:7][C:6]=2[CH:15]=1. The catalyst class is: 46.